Predict the reaction yield, written as a fraction of the theoretical maximum amount of product (1.0 means a 100% yield; for example, 0.34 means a 34% yield). From a dataset of Reaction yield outcomes from USPTO patents with 853,638 reactions. (1) The reactants are Cl[C:2]1[CH:7]=[C:6]([Cl:8])[N:5]=[N:4][C:3]=1[C:9]([O:11][CH2:12][CH3:13])=[O:10].[CH3:14][C:15]1[CH:16]=[CH:17][C:18]([NH2:22])=[N:19][C:20]=1[CH3:21]. The catalyst is C(#N)C. The product is [Cl:8][C:6]1[N:5]=[N:4][C:3]([C:9]([O:11][CH2:12][CH3:13])=[O:10])=[C:2]([NH:22][C:18]2[CH:17]=[CH:16][C:15]([CH3:14])=[C:20]([CH3:21])[N:19]=2)[CH:7]=1. The yield is 0.360. (2) The reactants are Cl.[CH3:2][O:3][C:4](=[O:30])[C@@H:5]([NH:8][C:9]([C:11]1[C:12]([CH3:29])=[N:13][C:14]([NH:18][CH2:19][CH2:20][CH2:21][C:22]2[CH:27]=[CH:26][CH:25]=[C:24]([OH:28])[CH:23]=2)=[N:15][C:16]=1[CH3:17])=[O:10])[CH2:6][NH2:7].[CH3:31][C:32]1[CH:33]=[C:34]([C:37](O)=[O:38])[S:35][CH:36]=1.C(N(CC)CC)C.CN(C(ON1N=NC2C=CC=CC1=2)=[N+](C)C)C.F[P-](F)(F)(F)(F)F.C1C=CC2N(O)N=NC=2C=1. The catalyst is CN(C=O)C.[Cl-].[Na+].O. The product is [CH3:2][O:3][C:4](=[O:30])[C@@H:5]([NH:8][C:9]([C:11]1[C:12]([CH3:29])=[N:13][C:14]([NH:18][CH2:19][CH2:20][CH2:21][C:22]2[CH:27]=[CH:26][CH:25]=[C:24]([OH:28])[CH:23]=2)=[N:15][C:16]=1[CH3:17])=[O:10])[CH2:6][NH:7][C:37]([C:34]1[S:35][CH:36]=[C:32]([CH3:31])[CH:33]=1)=[O:38]. The yield is 0.660. (3) The reactants are [Cl:1][C:2]1[CH:10]=[CH:9][CH:8]=[C:7]2[C:3]=1[C:4]1[C:14](=O)[NH:13][C:12]([NH:16][C:17](=[O:22])[C:18]([CH3:21])([CH3:20])[CH3:19])=[N:11][C:5]=1[NH:6]2.O=P(Cl)(Cl)[Cl:25].C(Cl)(Cl)Cl.CO.CCOCC. The catalyst is C(Cl)(Cl)Cl.CO. The product is [Cl:25][C:14]1[C:4]2[C:3]3[C:7](=[CH:8][CH:9]=[CH:10][C:2]=3[Cl:1])[NH:6][C:5]=2[N:11]=[C:12]([NH:16][C:17](=[O:22])[C:18]([CH3:21])([CH3:20])[CH3:19])[N:13]=1. The yield is 0.700. (4) The reactants are Br[C:2]1[CH:7]=[CH:6][CH:5]=[C:4]([Cl:8])[CH:3]=1.[Li]CCCC.CCCCCC.CON(C)[C:23]([C@@H:25]1[CH2:30][CH2:29][CH2:28][N:27]([C:31]([O:33][C:34]([CH3:37])([CH3:36])[CH3:35])=[O:32])[CH2:26]1)=[O:24]. The catalyst is C1COCC1. The product is [Cl:8][C:4]1[CH:3]=[C:2]([CH:7]=[CH:6][CH:5]=1)[C:23]([C@@H:25]1[CH2:30][CH2:29][CH2:28][N:27]([C:31]([O:33][C:34]([CH3:37])([CH3:36])[CH3:35])=[O:32])[CH2:26]1)=[O:24]. The yield is 0.510. (5) The reactants are [Br:1][C:2]1[C:3]([OH:17])=[CH:4][C:5]2[C:6]([CH3:16])([CH3:15])[CH2:7][CH:8]=[C:9]([CH:12]([CH3:14])[CH3:13])[C:10]=2[CH:11]=1.[CH3:18][C:19]1[CH:26]=[CH:25][C:22]([CH2:23]Br)=[CH:21][CH:20]=1. No catalyst specified. The product is [Br:1][C:2]1[CH:11]=[C:10]2[C:5](=[CH:4][C:3]=1[O:17][CH2:18][C:19]1[CH:26]=[CH:25][C:22]([CH3:23])=[CH:21][CH:20]=1)[C:6]([CH3:15])([CH3:16])[CH2:7][CH:8]=[C:9]2[CH:12]([CH3:13])[CH3:14]. The yield is 1.00. (6) The reactants are ClC(OCC)=O.[Br:7][C:8]([CH3:19])([CH3:18])[C:9]([NH:11][C:12]([CH3:17])([CH3:16])[C:13]([OH:15])=[O:14])=O.C(N(CC)CC)C. The catalyst is CC(C)=O. The product is [Br:7][C:8]([C:9]1[O:14][C:13](=[O:15])[C:12]([CH3:17])([CH3:16])[N:11]=1)([CH3:19])[CH3:18]. The yield is 0.980. (7) The reactants are [NH2:1][CH2:2][C@:3]12[CH2:37][CH2:36][C@@H:35]([C:38]([CH3:40])=[CH2:39])[C@@H:4]1[C@@H:5]1[C@@:18]([CH3:21])([CH2:19][CH2:20]2)[C@@:17]2([CH3:22])[C@@H:8]([C@:9]3([CH3:34])[C@@H:14]([CH2:15][CH2:16]2)[C:13]([CH3:24])([CH3:23])[C:12]([C:25]2[CH:33]=[CH:32][C:28]([C:29]([OH:31])=[O:30])=[CH:27][CH:26]=2)=[CH:11][CH2:10]3)[CH2:7][CH2:6]1.[O:41]1[C:45](=[O:46])[CH2:44][CH2:43][C:42]1=[O:47].CCN(C(C)C)C(C)C. The catalyst is C(Cl)Cl.CN(C1C=CN=CC=1)C. The product is [C:42]([CH2:43][CH2:44][C:45]([NH:1][CH2:2][C@:3]12[CH2:37][CH2:36][C@@H:35]([C:38]([CH3:40])=[CH2:39])[C@@H:4]1[C@@H:5]1[C@@:18]([CH3:21])([CH2:19][CH2:20]2)[C@@:17]2([CH3:22])[C@@H:8]([C@:9]3([CH3:34])[C@@H:14]([CH2:15][CH2:16]2)[C:13]([CH3:24])([CH3:23])[C:12]([C:25]2[CH:33]=[CH:32][C:28]([C:29]([OH:31])=[O:30])=[CH:27][CH:26]=2)=[CH:11][CH2:10]3)[CH2:7][CH2:6]1)=[O:46])([OH:47])=[O:41]. The yield is 0.211. (8) The reactants are [Cl:1][C:2]1[C:3]([CH2:12][CH2:13][NH:14][C:15](=[O:26])[C:16]2[CH:21]=[CH:20][CH:19]=[CH:18][C:17]=2[C:22]([F:25])([F:24])[F:23])=[N:4][CH:5]=[C:6]([C:8]([F:11])([F:10])[F:9])[CH:7]=1.[OH-].[Na+]. The catalyst is CO. The product is [Cl:1][C:2]1[C:3]([CH2:12][CH:13]=[N:14][C:15](=[O:26])[C:16]2[CH:21]=[CH:20][CH:19]=[CH:18][C:17]=2[C:22]([F:23])([F:24])[F:25])=[N:4][CH:5]=[C:6]([C:8]([F:10])([F:9])[F:11])[CH:7]=1. The yield is 0.170.